This data is from Forward reaction prediction with 1.9M reactions from USPTO patents (1976-2016). The task is: Predict the product of the given reaction. (1) Given the reactants [CH:1]1([CH2:4]CN)C[CH2:2]1.C[CH:8]([NH:11][CH2:12][CH2:13][C:14]([NH:16][CH3:17])=[O:15])CC, predict the reaction product. The product is: [CH:1]1([CH2:8][NH:11][CH2:12][CH2:13][C:14]([NH:16][CH3:17])=[O:15])[CH2:4][CH2:2]1. (2) Given the reactants [CH3:1][O:2][C:3](=[O:26])[CH2:4][C:5]1[CH:6]=[C:7]([C:12]2[CH:17]=[CH:16][C:15]([C:18]([F:21])([F:20])[F:19])=[CH:14][C:13]=2[CH2:22][NH:23][CH2:24][CH3:25])[C:8]([F:11])=[CH:9][CH:10]=1.[C:27](Cl)(=[O:29])[CH3:28], predict the reaction product. The product is: [CH3:1][O:2][C:3](=[O:26])[CH2:4][C:5]1[CH:6]=[C:7]([C:12]2[CH:17]=[CH:16][C:15]([C:18]([F:19])([F:20])[F:21])=[CH:14][C:13]=2[CH2:22][N:23]([C:27](=[O:29])[CH3:28])[CH2:24][CH3:25])[C:8]([F:11])=[CH:9][CH:10]=1.